Predict the reactants needed to synthesize the given product. From a dataset of Full USPTO retrosynthesis dataset with 1.9M reactions from patents (1976-2016). (1) Given the product [CH2:36]([NH:43][CH:19]([C:20]1[CH:21]=[CH:22][CH:23]=[CH:24][CH:25]=1)[CH2:18][O:17][C:13]1[CH:12]=[C:11]([CH:16]=[CH:15][CH:14]=1)[CH2:10][C@@:9]([CH3:31])([C:27]([O:29][CH3:30])=[O:28])[NH:8][C:6]([O:5][C:1]([CH3:2])([CH3:3])[CH3:4])=[O:7])[C:37]1[CH:42]=[CH:41][CH:40]=[CH:39][CH:38]=1, predict the reactants needed to synthesize it. The reactants are: [C:1]([O:5][C:6]([NH:8][C@:9]([CH3:31])([C:27]([O:29][CH3:30])=[O:28])[CH2:10][C:11]1[CH:16]=[CH:15][CH:14]=[C:13]([O:17][CH2:18][C:19](=O)[C:20]2[CH:25]=[CH:24][CH:23]=[CH:22][CH:21]=2)[CH:12]=1)=[O:7])([CH3:4])([CH3:3])[CH3:2].C(O)(=O)C.[CH2:36]([NH2:43])[C:37]1[CH:42]=[CH:41][CH:40]=[CH:39][CH:38]=1.C(O[BH-](OC(=O)C)OC(=O)C)(=O)C.[Na+]. (2) The reactants are: C([O-])C.[Na+].[Cl-].[F:6][C:7]1[CH:32]=[CH:31][C:10]([CH2:11][P+](C2C=CC=CC=2)(C2C=CC=CC=2)C2C=CC=CC=2)=[CH:9][CH:8]=1.[C:33]([O:40][CH2:41][CH3:42])(=[O:39])[CH2:34][CH2:35][C:36]([CH3:38])=O.C(OCC)(=O)C.CCCCCC. Given the product [CH2:41]([O:40][C:33](=[O:39])[CH2:34][CH2:35][C:36]([CH3:38])=[CH:11][C:10]1[CH:9]=[CH:8][C:7]([F:6])=[CH:32][CH:31]=1)[CH3:42], predict the reactants needed to synthesize it. (3) Given the product [F:3][C:4]1[CH:13]=[C:12]2[C:7]([CH2:8][CH2:9][NH:10][CH:11]2[C:14]2[CH:15]=[CH:16][CH:17]=[CH:18][CH:19]=2)=[CH:6][CH:5]=1, predict the reactants needed to synthesize it. The reactants are: [BH4-].[Na+].[F:3][C:4]1[CH:13]=[C:12]2[C:7]([CH2:8][CH2:9][N:10]=[C:11]2[C:14]2[CH:19]=[CH:18][CH:17]=[CH:16][CH:15]=2)=[CH:6][CH:5]=1. (4) Given the product [C:21]([O:25][C:26]([N:28]1[CH2:33][CH2:32][CH:31]([C:34]2[CH:39]=[CH:38][C:37]([NH:40][C:2]3[N:20]=[C:5]4[C:6]([C:10]5[CH:15]=[CH:14][CH:13]=[C:12]([O:16][CH3:17])[C:11]=5[O:18][CH3:19])=[CH:7][CH:8]=[CH:9][N:4]4[N:3]=3)=[CH:36][CH:35]=2)[CH2:30][CH2:29]1)=[O:27])([CH3:24])([CH3:22])[CH3:23], predict the reactants needed to synthesize it. The reactants are: Cl[C:2]1[N:20]=[C:5]2[C:6]([C:10]3[CH:15]=[CH:14][CH:13]=[C:12]([O:16][CH3:17])[C:11]=3[O:18][CH3:19])=[CH:7][CH:8]=[CH:9][N:4]2[N:3]=1.[C:21]([O:25][C:26]([N:28]1[CH2:33][CH2:32][CH:31]([C:34]2[CH:39]=[CH:38][C:37]([NH2:40])=[CH:36][CH:35]=2)[CH2:30][CH2:29]1)=[O:27])([CH3:24])([CH3:23])[CH3:22].